Dataset: Forward reaction prediction with 1.9M reactions from USPTO patents (1976-2016). Task: Predict the product of the given reaction. (1) Given the reactants C([O:8][C:9]1[CH:14]=[CH:13][C:12](/[CH:15]=[C:16](\[CH3:22])/[C:17]([O:19][CH2:20][CH3:21])=[O:18])=[CH:11][CH:10]=1)C1C=CC=CC=1.[H][H], predict the reaction product. The product is: [OH:8][C:9]1[CH:10]=[CH:11][C:12]([CH2:15][CH:16]([CH3:22])[C:17]([O:19][CH2:20][CH3:21])=[O:18])=[CH:13][CH:14]=1. (2) Given the reactants [C:1]([O:5][C:6](=[O:22])[CH2:7][CH2:8][C:9]1[C:14]([CH3:15])=[CH:13][C:12]([C:16](=[NH:19])[NH:17][OH:18])=[CH:11][C:10]=1[CH2:20][CH3:21])([CH3:4])([CH3:3])[CH3:2].[CH:23]([N:26]([CH3:37])[C:27]1[C:35]([CH3:36])=[CH:34][C:30]([C:31]([OH:33])=O)=[CH:29][N:28]=1)([CH3:25])[CH3:24].Cl, predict the reaction product. The product is: [C:1]([O:5][C:6](=[O:22])[CH2:7][CH2:8][C:9]1[C:14]([CH3:15])=[CH:13][C:12]([C:16]2[N:19]=[C:31]([C:30]3[CH:29]=[N:28][C:27]([N:26]([CH:23]([CH3:25])[CH3:24])[CH3:37])=[C:35]([CH3:36])[CH:34]=3)[O:18][N:17]=2)=[CH:11][C:10]=1[CH2:20][CH3:21])([CH3:4])([CH3:3])[CH3:2].[CH2:20]([C:10]1[CH:11]=[C:12]([C:16]2[N:17]=[C:31]([C:30]3[CH:29]=[N:28][C:27]([N:26]([CH:23]([CH3:24])[CH3:25])[CH3:37])=[C:35]([CH3:36])[CH:34]=3)[O:33][N:19]=2)[CH:13]=[C:14]([CH3:15])[C:9]=1[CH2:8][CH2:7][C:6]([OH:22])=[O:5])[CH3:21]. (3) Given the reactants [C:1]1([CH2:7][CH2:8][CH2:9][CH:10](O)[CH:11]=[CH2:12])[CH:6]=[CH:5][CH:4]=[CH:3][CH:2]=1.[C:14]1(=[O:24])[NH:18][C:17](=[O:19])[C:16]2=[CH:20][CH:21]=[CH:22][CH:23]=[C:15]12.C1C=CC(P(C2C=CC=CC=2)C2C=CC=CC=2)=CC=1.CCOC(/N=N/C(OCC)=O)=O, predict the reaction product. The product is: [C:1]1([CH2:7][CH2:8][CH2:9][CH:10]([N:18]2[C:14](=[O:24])[C:15]3[C:16](=[CH:20][CH:21]=[CH:22][CH:23]=3)[C:17]2=[O:19])[CH:11]=[CH2:12])[CH:6]=[CH:5][CH:4]=[CH:3][CH:2]=1. (4) Given the reactants [F:1][C:2]1[CH:3]=[CH:4][C:5]([CH3:11])=[C:6](B(O)O)[CH:7]=1.I[C:13]1[N:18]=[C:17]([NH2:19])[N:16]=[C:15]([NH:20][CH3:21])[CH:14]=1, predict the reaction product. The product is: [F:1][C:2]1[CH:3]=[CH:4][C:5]([CH3:11])=[C:6]([C:13]2[N:18]=[C:17]([NH2:19])[N:16]=[C:15]([NH:20][CH3:21])[CH:14]=2)[CH:7]=1. (5) The product is: [Cl:1][C:2]1[C:11]2[C:6](=[CH:7][C:8]([S:12]([NH:33][C:30]3[CH:31]=[CH:32][O:28][N:29]=3)(=[O:14])=[O:15])=[CH:9][CH:10]=2)[CH:5]=[C:4]([Cl:27])[N:3]=1. Given the reactants [Cl:1][C:2]1[C:11]2[C:6](=[CH:7][C:8]([S:12]([O:15]C3C(F)=C(F)C(F)=C(F)C=3F)(=[O:14])=O)=[CH:9][CH:10]=2)[CH:5]=[C:4]([Cl:27])[N:3]=1.[O:28]1[CH:32]=[CH:31][C:30]([NH2:33])=[N:29]1.C[Si]([N-][Si](C)(C)C)(C)C.[Li+], predict the reaction product. (6) Given the reactants [CH2:1]([NH:8][C:9]([N:11]1[C@H:16]2[CH2:17][N:18]([CH2:31][C:32]3[CH:37]=[CH:36][CH:35]=[C:34](F)[N:33]=3)[C:19](=[O:30])[C@H:20]([CH2:21][C:22]3[CH:27]=[CH:26][C:25]([OH:28])=[CH:24][C:23]=3[F:29])[N:15]2[C:14](=[O:39])[CH2:13][N:12]1[CH2:40][CH:41]=[CH2:42])=[O:10])[C:2]1[CH:7]=[CH:6][CH:5]=[CH:4][CH:3]=1.CN1C(=O)CCC1.[NH:50]1[CH2:53][CH:52]([N:54]2[CH2:59][CH2:58][N:57]([CH3:60])[CH2:56][CH2:55]2)[CH2:51]1.C(C1C=CC=CC=1)C1C=CC=CC=1, predict the reaction product. The product is: [CH2:1]([NH:8][C:9]([N:11]1[C@H:16]2[CH2:17][N:18]([CH2:31][C:32]3[CH:37]=[CH:36][CH:35]=[C:34]([N:50]4[CH2:53][CH:52]([N:54]5[CH2:59][CH2:58][N:57]([CH3:60])[CH2:56][CH2:55]5)[CH2:51]4)[N:33]=3)[C:19](=[O:30])[C@H:20]([CH2:21][C:22]3[CH:27]=[CH:26][C:25]([OH:28])=[CH:24][C:23]=3[F:29])[N:15]2[C:14](=[O:39])[CH2:13][N:12]1[CH2:40][CH:41]=[CH2:42])=[O:10])[C:2]1[CH:3]=[CH:4][CH:5]=[CH:6][CH:7]=1. (7) Given the reactants C(OC(=O)[NH:7][CH2:8][C:9]1[CH:14]=[C:13]([CH3:15])[C:12]([CH2:16][NH:17][C:18]([C:20]2[C:21]3[C:22]([CH3:33])=[CH:23][N:24]([CH:30]([CH3:32])[CH3:31])[C:25]=3[CH:26]=[C:27]([Br:29])[CH:28]=2)=[O:19])=[C:11]([O:34]C)[N:10]=1)(C)(C)C.Cl, predict the reaction product. The product is: [NH2:7][CH2:8][C:9]1[NH:10][C:11](=[O:34])[C:12]([CH2:16][NH:17][C:18]([C:20]2[C:21]3[C:22]([CH3:33])=[CH:23][N:24]([CH:30]([CH3:31])[CH3:32])[C:25]=3[CH:26]=[C:27]([Br:29])[CH:28]=2)=[O:19])=[C:13]([CH3:15])[CH:14]=1. (8) Given the reactants [Si]([O:8][CH2:9][CH2:10][C:11]1[C:12]([CH:18]([NH:30][C:31](=[O:37])[O:32][C:33]([CH3:36])([CH3:35])[CH3:34])[C:19]2[CH:23]=[C:22]([CH:24]3[O:28][CH2:27][CH2:26][O:25]3)[S:21][C:20]=2[Cl:29])=[N:13][C:14]([Cl:17])=[CH:15][CH:16]=1)(C(C)(C)C)(C)C, predict the reaction product. The product is: [Cl:29][C:20]1[S:21][C:22]([CH:24]2[O:28][CH2:27][CH2:26][O:25]2)=[CH:23][C:19]=1[CH:18]([NH:30][C:31](=[O:37])[O:32][C:33]([CH3:35])([CH3:36])[CH3:34])[C:12]1[C:11]([CH2:10][CH2:9][OH:8])=[CH:16][CH:15]=[C:14]([Cl:17])[N:13]=1. (9) Given the reactants I[CH2:2][C:3]1([CH3:32])[CH2:7][C:6]2[C:8]([CH3:31])=[C:9]([NH:23][C:24](=[O:30])[CH2:25][C:26]([CH3:29])([CH3:28])[CH3:27])[C:10]([CH3:22])=[C:11]([CH2:12][C:13]3[CH:18]=[CH:17][C:16]([CH:19]([CH3:21])[CH3:20])=[CH:15][CH:14]=3)[C:5]=2[O:4]1.[NH:33]1[CH2:37][CH2:36][CH2:35][CH2:34]1, predict the reaction product. The product is: [CH:19]([C:16]1[CH:15]=[CH:14][C:13]([CH2:12][C:11]2[C:5]3[O:4][C:3]([CH3:32])([CH2:2][N:33]4[CH2:37][CH2:36][CH2:35][CH2:34]4)[CH2:7][C:6]=3[C:8]([CH3:31])=[C:9]([NH:23][C:24](=[O:30])[CH2:25][C:26]([CH3:28])([CH3:27])[CH3:29])[C:10]=2[CH3:22])=[CH:18][CH:17]=1)([CH3:20])[CH3:21]. (10) Given the reactants [C:1]([CH2:9][C:10]([O:12][CH2:13][CH3:14])=[O:11])(=[O:8])[C:2]1[CH:7]=[CH:6][CH:5]=[CH:4][CH:3]=1.[CH3:15][O:16][C:17]1C=C[C:20]([CH:21]=O)=[C:19](O)[CH:18]=1, predict the reaction product. The product is: [C:1]([C:9]1[C:10](=[O:11])[O:12][C:13]2[C:20]([CH:21]=1)=[CH:19][CH:18]=[C:17]([O:16][CH3:15])[CH:14]=2)(=[O:8])[C:2]1[CH:7]=[CH:6][CH:5]=[CH:4][CH:3]=1.